From a dataset of Merck oncology drug combination screen with 23,052 pairs across 39 cell lines. Regression. Given two drug SMILES strings and cell line genomic features, predict the synergy score measuring deviation from expected non-interaction effect. (1) Drug 1: COc1cccc2c1C(=O)c1c(O)c3c(c(O)c1C2=O)CC(O)(C(=O)CO)CC3OC1CC(N)C(O)C(C)O1. Drug 2: O=C(NOCC(O)CO)c1ccc(F)c(F)c1Nc1ccc(I)cc1F. Cell line: OVCAR3. Synergy scores: synergy=-11.4. (2) Drug 1: CC1CC2C3CCC4=CC(=O)C=CC4(C)C3(F)C(O)CC2(C)C1(O)C(=O)CO. Drug 2: Cn1c(=O)n(-c2ccc(C(C)(C)C#N)cc2)c2c3cc(-c4cnc5ccccc5c4)ccc3ncc21. Cell line: RPMI7951. Synergy scores: synergy=18.4. (3) Drug 1: Cn1nnc2c(C(N)=O)ncn2c1=O. Drug 2: CNC(=O)c1cc(Oc2ccc(NC(=O)Nc3ccc(Cl)c(C(F)(F)F)c3)cc2)ccn1. Cell line: COLO320DM. Synergy scores: synergy=10.8. (4) Drug 1: CN(C)C(=N)N=C(N)N. Drug 2: Cc1nc(Nc2ncc(C(=O)Nc3c(C)cccc3Cl)s2)cc(N2CCN(CCO)CC2)n1. Cell line: ES2. Synergy scores: synergy=-8.05. (5) Drug 1: CS(=O)(=O)CCNCc1ccc(-c2ccc3ncnc(Nc4ccc(OCc5cccc(F)c5)c(Cl)c4)c3c2)o1. Drug 2: CCc1c2c(nc3ccc(O)cc13)-c1cc3c(c(=O)n1C2)COC(=O)C3(O)CC. Cell line: DLD1. Synergy scores: synergy=25.0.